This data is from Reaction yield outcomes from USPTO patents with 853,638 reactions. The task is: Predict the reaction yield, written as a fraction of the theoretical maximum amount of product (1.0 means a 100% yield; for example, 0.34 means a 34% yield). (1) The reactants are [Cl:1][C:2]1[CH:3]=[CH:4][C:5]([O:15][CH2:16][C:17]2[CH:22]=[CH:21][C:20]([F:23])=[CH:19][C:18]=2[F:24])=[C:6]([C:8](=O)[CH2:9][CH2:10][C:11](=O)[CH3:12])[CH:7]=1.CN1C(=O)CCC1.[NH2:32][C:33]1[CH:34]=[C:35]([CH:39]=[C:40]([Cl:42])[CH:41]=1)[C:36]([OH:38])=[O:37].CC1C=CC(S(O)(=O)=O)=CC=1. The catalyst is C1(C)C=CC=CC=1. The product is [Cl:1][C:2]1[CH:3]=[CH:4][C:5]([O:15][CH2:16][C:17]2[CH:22]=[CH:21][C:20]([F:23])=[CH:19][C:18]=2[F:24])=[C:6]([C:8]2[N:32]([C:33]3[CH:34]=[C:35]([CH:39]=[C:40]([Cl:42])[CH:41]=3)[C:36]([OH:38])=[O:37])[C:11]([CH3:12])=[CH:10][CH:9]=2)[CH:7]=1. The yield is 0.700. (2) The reactants are [CH2:1]([O:8][C:9]1[CH:14]=[CH:13][C:12]([N:15]([CH3:27])[C:16]2[CH:21]=[CH:20][C:19]([CH:22]([CH3:26])[CH2:23][C:24]#[N:25])=[CH:18][CH:17]=2)=[CH:11][CH:10]=1)[C:2]1[CH:7]=[CH:6][CH:5]=[CH:4][CH:3]=1.[H-].[H-].[H-].[H-].[Li+].[Al+3]. The catalyst is C1COCC1. The product is [NH2:25][CH2:24][CH2:23][CH:22]([C:19]1[CH:20]=[CH:21][C:16]([N:15]([CH3:27])[C:12]2[CH:13]=[CH:14][C:9]([O:8][CH2:1][C:2]3[CH:3]=[CH:4][CH:5]=[CH:6][CH:7]=3)=[CH:10][CH:11]=2)=[CH:17][CH:18]=1)[CH3:26]. The yield is 0.680. (3) The product is [CH3:1][O:2][C:3]([C:5]1[C:14]2[C:9](=[CH:10][CH:11]=[CH:12][CH:13]=2)[C:8]([CH2:18][CH:17]=[CH2:16])=[CH:7][CH:6]=1)=[O:4]. The yield is 0.890. The reactants are [CH3:1][O:2][C:3]([C:5]1[C:14]2[C:9](=[CH:10][CH:11]=[CH:12][CH:13]=2)[C:8](Br)=[CH:7][CH:6]=1)=[O:4].[CH2:16]([Sn](CCCC)(CCCC)CCCC)[CH:17]=[CH2:18]. The catalyst is C1(C)C=CC=CC=1.CCOCC.C1C=CC([P]([Pd]([P](C2C=CC=CC=2)(C2C=CC=CC=2)C2C=CC=CC=2)([P](C2C=CC=CC=2)(C2C=CC=CC=2)C2C=CC=CC=2)[P](C2C=CC=CC=2)(C2C=CC=CC=2)C2C=CC=CC=2)(C2C=CC=CC=2)C2C=CC=CC=2)=CC=1. (4) The reactants are F[C:2]1[C:3]([N+:8]([O-:10])=[O:9])=[N:4][CH:5]=[CH:6][CH:7]=1.[CH2:11]([NH2:16])[CH2:12][CH2:13][CH2:14][CH3:15].CCN(C(C)C)C(C)C. The catalyst is CS(C)=O.O. The product is [N+:8]([C:3]1[C:2]([NH:16][CH2:11][CH2:12][CH2:13][CH2:14][CH3:15])=[CH:7][CH:6]=[CH:5][N:4]=1)([O-:10])=[O:9]. The yield is 0.880. (5) The reactants are [CH3:1][SiH:2]([CH3:35])[O:3][CH:4]([C:29]([CH3:34])([CH3:33])[CH:30]([CH3:32])[CH3:31])[C@H:5]1[N:10]2[C:11]3[CH:12]=[CH:13][C:14]([O:18][CH:19]4[CH2:24][CH2:23][N:22]([CH:25]([CH3:27])[CH3:26])[CH2:21][CH2:20]4)=[CH:15][C:16]=3[CH:17]=[C:9]2[C:8](=[O:28])[NH:7][CH2:6]1.[H-].[Na+].Br[CH2:39][CH:40]1[CH2:42][CH2:41]1. No catalyst specified. The product is [CH:40]1([CH2:39][N:7]2[CH2:6][C@@H:5]([CH:4]([C:29]([CH3:33])([CH3:34])[CH:30]([CH3:31])[CH3:32])[O:3][SiH:2]([CH3:1])[CH3:35])[N:10]3[C:11]4[CH:12]=[CH:13][C:14]([O:18][CH:19]5[CH2:24][CH2:23][N:22]([CH:25]([CH3:26])[CH3:27])[CH2:21][CH2:20]5)=[CH:15][C:16]=4[CH:17]=[C:9]3[C:8]2=[O:28])[CH2:42][CH2:41]1. The yield is 0.380. (6) The reactants are Cl.[O:2]1[CH2:7][CH2:6][N:5]([CH2:8][C:9]2[CH:10]=[N:11][C:12]3[C:17]([CH:18]=2)=[CH:16][C:15]([S:19][C:20]2[N:24]4[CH:25]=[C:26]([C:29](=O)[CH3:30])[CH:27]=[CH:28][C:23]4=[N:22][N:21]=2)=[CH:14][CH:13]=3)[CH2:4][CH2:3]1.[NH2:32][O:33][CH2:34][CH2:35][OH:36]. The catalyst is CO.Cl. The product is [OH:36][CH2:35][CH2:34][O:33]/[N:32]=[C:29](/[C:26]1[CH:27]=[CH:28][C:23]2[N:24]([C:20]([S:19][C:15]3[CH:16]=[C:17]4[C:12](=[CH:13][CH:14]=3)[N:11]=[CH:10][C:9]([CH2:8][N:5]3[CH2:6][CH2:7][O:2][CH2:3][CH2:4]3)=[CH:18]4)=[N:21][N:22]=2)[CH:25]=1)\[CH3:30]. The yield is 0.542.